From a dataset of Forward reaction prediction with 1.9M reactions from USPTO patents (1976-2016). Predict the product of the given reaction. (1) The product is: [ClH:1].[C:28]([CH2:27][N:25]1[CH:26]=[C:22](/[CH:21]=[C:16]2\[CH2:15][N:14]([CH:6]([C:7]3[CH:12]=[CH:11][CH:10]=[CH:9][C:8]=3[F:13])[C:5]([CH:2]3[CH2:3][CH2:4]3)=[O:32])[CH2:19][CH2:18][CH:17]\2[SH:20])[N:23]=[N:24]1)([OH:30])=[O:29]. Given the reactants [ClH:1].[CH:2]1([C:5](=[O:32])[CH:6]([N:14]2[CH2:19][CH2:18][CH:17]([SH:20])/[C:16](=[CH:21]/[C:22]3[N:23]=[N:24][N:25]([CH2:27][C:28]([O:30]C)=[O:29])[CH:26]=3)/[CH2:15]2)[C:7]2[CH:12]=[CH:11][CH:10]=[CH:9][C:8]=2[F:13])[CH2:4][CH2:3]1.Cl, predict the reaction product. (2) Given the reactants [F:1][C:2]([F:16])([F:15])[C:3]1[CH:4]=[C:5]([CH:8]=[C:9]([C:11]([F:14])([F:13])[F:12])[CH:10]=1)[CH2:6][NH2:7].[CH:17]([O:20][C:21]([N:23]1[CH2:29][CH2:28][CH2:27][C:26](=O)[C:25]2[C:31]([CH3:35])=[CH:32][CH:33]=[CH:34][C:24]1=2)=[O:22])([CH3:19])[CH3:18].[BH4-].[Na+].[OH-].[Na+], predict the reaction product. The product is: [CH:17]([O:20][C:21]([N:23]1[CH2:29][CH2:28][CH2:27][CH:26]([NH:7][CH2:6][C:5]2[CH:4]=[C:3]([C:2]([F:15])([F:16])[F:1])[CH:10]=[C:9]([C:11]([F:14])([F:12])[F:13])[CH:8]=2)[C:25]2[C:31]([CH3:35])=[CH:32][CH:33]=[CH:34][C:24]1=2)=[O:22])([CH3:19])[CH3:18].